From a dataset of Catalyst prediction with 721,799 reactions and 888 catalyst types from USPTO. Predict which catalyst facilitates the given reaction. Reactant: CCN(CC)CC.C1C=CC2N(O)N=NC=2C=1.Cl.[NH2:19][CH:20]1[CH2:29][C:28]2[C:23](=[CH:24][CH:25]=[C:26]([F:30])[CH:27]=2)[NH:22][C:21]1=O.CCN=C=NCCCN(C)C.Cl[C:44]1[S:54][C:47]2[NH:48][C:49]([C:51](O)=[O:52])=[CH:50][C:46]=2[CH:45]=1. Product: [F:30][C:26]1[CH:27]=[C:28]2[C:23](=[CH:24][CH:25]=1)[NH:22][CH2:21][CH:20]([NH:19][C:51]([C:49]1[NH:48][C:47]3[S:54][CH:44]=[CH:45][C:46]=3[CH:50]=1)=[O:52])[CH2:29]2. The catalyst class is: 18.